The task is: Predict the reaction yield, written as a fraction of the theoretical maximum amount of product (1.0 means a 100% yield; for example, 0.34 means a 34% yield).. This data is from Reaction yield outcomes from USPTO patents with 853,638 reactions. (1) The reactants are [CH3:1][S:2]([C:5]1[CH:6]=[C:7]2[C:12](=[CH:13][CH:14]=1)[N:11]=[CH:10][CH:9]=[C:8]2[NH:15][C:16]1[CH:21]=[CH:20][C:19]([OH:22])=[C:18]([N+:23]([O-])=O)[CH:17]=1)(=[O:4])=[O:3].Cl[C:27]1C2C(=CC=CC=2)N=CC=1.NC1C=CC(O)=C([N+]([O-])=O)C=1.C(O)C. The catalyst is CCOCC. The product is [O:22]1[C:19]2[CH:20]=[CH:21][C:16]([NH:15][C:8]3[C:7]4[C:12](=[CH:13][CH:14]=[C:5]([S:2]([CH3:1])(=[O:4])=[O:3])[CH:6]=4)[N:11]=[CH:10][CH:9]=3)=[CH:17][C:18]=2[N:23]=[CH:27]1. The yield is 0.870. (2) The reactants are B(F)(F)F.CCOCC.[H]1[BH2][H][BH2]1.[C:14]1([C:37]2[CH:42]=[CH:41][CH:40]=[CH:39][CH:38]=2)[CH:19]=[CH:18][C:17]([CH2:20][C:21]([N:23]2[CH2:32][CH2:31][C:30]3[C:25](=[CH:26][C:27]([O:35][CH3:36])=[C:28]([O:33][CH3:34])[CH:29]=3)[CH2:24]2)=O)=[CH:16][CH:15]=1. The catalyst is C1COCC1. The product is [C:14]1([C:37]2[CH:42]=[CH:41][CH:40]=[CH:39][CH:38]=2)[CH:15]=[CH:16][C:17]([CH2:20][CH2:21][N:23]2[CH2:32][CH2:31][C:30]3[C:25](=[CH:26][C:27]([O:35][CH3:36])=[C:28]([O:33][CH3:34])[CH:29]=3)[CH2:24]2)=[CH:18][CH:19]=1. The yield is 0.700. (3) The reactants are [OH:1][C:2]1[CH:7]=[CH:6][C:5]([Cl:8])=[CH:4][C:3]=1[S:9]([N:12]1[CH2:16][CH2:15][CH2:14][CH2:13]1)(=[O:11])=[O:10].[OH2:17].Cl[C:19](Cl)(Cl)[C:20]([CH3:23])(O)[CH3:21].[OH-:26].[Na+]. The catalyst is CC(C)=O. The product is [Cl:8][C:5]1[CH:6]=[CH:7][C:2]([O:1][C:20]([CH3:23])([CH3:21])[C:19]([OH:26])=[O:17])=[C:3]([S:9]([N:12]2[CH2:13][CH2:14][CH2:15][CH2:16]2)(=[O:11])=[O:10])[CH:4]=1. The yield is 0.270. (4) The reactants are [CH3:1][N:2]([CH3:7])[CH2:3][C:4](=[S:6])[NH2:5].[Cl:8][CH2:9][C:10]([CH2:12]Cl)=O.C(=O)(O)[O-].[Na+].S(Cl)(Cl)=O. The catalyst is ClCCCl. The product is [ClH:8].[Cl:8][CH2:9][C:10]1[N:5]=[C:4]([CH2:3][N:2]([CH3:7])[CH3:1])[S:6][CH:12]=1. The yield is 0.750. (5) The reactants are [CH3:1][O:2][C:3](=[CH:7][C:8]1[CH:13]=[CH:12][C:11]([N+:14]([O-])=O)=[CH:10][CH:9]=1)[C:4]([OH:6])=[O:5].C1COCC1. The catalyst is CO.[Pd]. The product is [CH3:1][O:2][CH:3]([CH2:7][C:8]1[CH:9]=[CH:10][C:11]([NH2:14])=[CH:12][CH:13]=1)[C:4]([OH:6])=[O:5]. The yield is 0.880. (6) The reactants are [C:1]([CH:5]1[N:9]([CH2:10][C:11]2[CH:16]=[CH:15][C:14]([F:17])=[C:13]([Cl:18])[CH:12]=2)[C:8](=[O:19])[C:7]([C:20]2[N:21]=[S:22]([CH3:34])(=[O:33])[C:23]3[CH:29]=[C:28]([N+:30]([O-])=O)[CH:27]=[CH:26][C:24]=3[N:25]=2)=[C:6]1[OH:35])([CH3:4])([CH3:3])[CH3:2].NN. The catalyst is C1COCC1.CO.[Ni]. The product is [NH2:30][C:28]1[CH:27]=[CH:26][C:24]2[N:25]=[C:20]([C:7]3[C:8](=[O:19])[N:9]([CH2:10][C:11]4[CH:16]=[CH:15][C:14]([F:17])=[C:13]([Cl:18])[CH:12]=4)[CH:5]([C:1]([CH3:4])([CH3:3])[CH3:2])[C:6]=3[OH:35])[N:21]=[S:22]([CH3:34])(=[O:33])[C:23]=2[CH:29]=1. The yield is 0.390. (7) The catalyst is C1COCC1. The yield is 0.790. The reactants are [Br:1][C:2]1[CH:16]=[C:15]2[C:5]([CH2:6][C:7]([CH2:18][O:19][Si](C(C)(C)C)(C)C)([CH3:17])[CH2:8][C:9]32[CH2:13][O:12][C:11]([NH2:14])=[N:10]3)=[CH:4][CH:3]=1.[F-].C([N+](CCCC)(CCCC)CCCC)CCC. The product is [NH2:14][C:11]1[O:12][CH2:13][C:9]2([C:15]3[C:5](=[CH:4][CH:3]=[C:2]([Br:1])[CH:16]=3)[CH2:6][C:7]([CH2:18][OH:19])([CH3:17])[CH2:8]2)[N:10]=1. (8) The reactants are [CH3:1][S:2]([C:5]1[CH:10]=[CH:9][C:8]([C:11]2[CH:20]=[CH:19][C:18]3[C:13](=[CH:14][CH:15]=[C:16]([O:21][CH3:22])[CH:17]=3)[C:12]=2[O:23][C:24]2[CH:29]=[CH:28][C:27]([NH2:30])=[CH:26][CH:25]=2)=[CH:7][CH:6]=1)(=[O:4])=[O:3].[C:31](O[C:31]([O:33][C:34]([CH3:37])([CH3:36])[CH3:35])=[O:32])([O:33][C:34]([CH3:37])([CH3:36])[CH3:35])=[O:32]. The catalyst is O1CCCC1. The product is [C:34]([O:33][C:31](=[O:32])[NH:30][C:27]1[CH:26]=[CH:25][C:24]([O:23][C:12]2[C:13]3[C:18](=[CH:17][C:16]([O:21][CH3:22])=[CH:15][CH:14]=3)[CH:19]=[CH:20][C:11]=2[C:8]2[CH:7]=[CH:6][C:5]([S:2]([CH3:1])(=[O:3])=[O:4])=[CH:10][CH:9]=2)=[CH:29][CH:28]=1)([CH3:37])([CH3:36])[CH3:35]. The yield is 0.970. (9) The reactants are [NH2:1][C:2]1[C:3]([C:15]([CH2:18][C:19]2[CH:24]=[CH:23][CH:22]=[CH:21][CH:20]=2)([OH:17])[CH3:16])(Cl)[CH2:4][C:5]([C:8]2[CH:13]=[CH:12][CH:11]=[CH:10][CH:9]=2)=[CH:6][CH:7]=1.NC1C=CC(C2C=CC=C(Cl)C=2)=CC=1[C:39](=[O:41])C.C([Mg]Br)C1C=CC=CC=1.[Cl:51]C(Cl)(OC(=O)OC(Cl)(Cl)Cl)Cl. The catalyst is C1COCC1. The product is [CH2:18]([C:15]1([CH3:16])[O:17][C:39](=[O:41])[NH:1][C:2]2[CH:7]=[CH:6][C:5]([C:8]3[CH:13]=[CH:12][CH:11]=[C:10]([Cl:51])[CH:9]=3)=[CH:4][C:3]1=2)[C:19]1[CH:24]=[CH:23][CH:22]=[CH:21][CH:20]=1. The yield is 0.300. (10) The reactants are [Cl:1][C:2]1[CH:3]=[C:4]([CH:7]=[CH:8][C:9]=1[Cl:10])[CH2:5]Cl.[OH:11][C:12]1[CH:17]=[CH:16][C:15]([N:18]([C:35](=[O:44])/[CH:36]=[CH:37]/[C:38]2[CH:43]=[CH:42][CH:41]=[CH:40][CH:39]=2)[CH2:19][C:20]([N:22]2[CH2:26][CH2:25][C@H:24]([NH:27][C:28](=[O:34])[O:29][C:30]([CH3:33])([CH3:32])[CH3:31])[CH2:23]2)=[O:21])=[CH:14][CH:13]=1.C(=O)([O-])[O-].[Cs+].[Cs+]. The catalyst is CCCC[N+](CCCC)(CCCC)CCCC.[I-].CN(C=O)C.C(OCC)(=O)C. The product is [Cl:1][C:2]1[CH:3]=[C:4]([CH:7]=[CH:8][C:9]=1[Cl:10])[CH2:5][O:11][C:12]1[CH:17]=[CH:16][C:15]([N:18]([C:35](=[O:44])/[CH:36]=[CH:37]/[C:38]2[CH:43]=[CH:42][CH:41]=[CH:40][CH:39]=2)[CH2:19][C:20]([N:22]2[CH2:26][CH2:25][C@H:24]([NH:27][C:28](=[O:34])[O:29][C:30]([CH3:33])([CH3:32])[CH3:31])[CH2:23]2)=[O:21])=[CH:14][CH:13]=1. The yield is 0.680.